This data is from Forward reaction prediction with 1.9M reactions from USPTO patents (1976-2016). The task is: Predict the product of the given reaction. (1) Given the reactants [Cl:1][C:2]1[CH:32]=[CH:31][CH:30]=[C:29]([C:33]([F:36])([F:35])[F:34])[C:3]=1[C:4]([N:6]1[C:14]2[C:9](=[N:10][CH:11]=[C:12](C(O)=O)[CH:13]=2)[C:8]([C:18]2[CH:23]=[CH:22][C:21]([C:24]([O:26][CH3:27])=[O:25])=[CH:20][C:19]=2[F:28])=[N:7]1)=[O:5].CC[N:39](CC)CC.C1C=CC(P(N=[N+]=[N-])(C2C=CC=CC=2)=O)=CC=1, predict the reaction product. The product is: [NH2:39][C:12]1[CH:13]=[C:14]2[N:6]([C:4](=[O:5])[C:3]3[C:29]([C:33]([F:36])([F:35])[F:34])=[CH:30][CH:31]=[CH:32][C:2]=3[Cl:1])[N:7]=[C:8]([C:18]3[CH:23]=[CH:22][C:21]([C:24]([O:26][CH3:27])=[O:25])=[CH:20][C:19]=3[F:28])[C:9]2=[N:10][CH:11]=1. (2) Given the reactants [Cl:1][C:2]1[C:7]2[O:8][C:9]3[C:18]([CH3:19])=[CH:17][C:16]([C:20]([OH:22])=[O:21])=[CH:15][C:10]=3[S:11](=[O:14])(=[O:13])[CH2:12][C:6]=2[CH:5]=[C:4]([S:23](Cl)(=[O:25])=[O:24])[CH:3]=1.[CH3:27][N:28]1[CH2:33][CH2:32][NH:31][CH2:30][CH2:29]1.O, predict the reaction product. The product is: [Cl:1][C:2]1[C:7]2[O:8][C:9]3[C:18]([CH3:19])=[CH:17][C:16]([C:20]([OH:22])=[O:21])=[CH:15][C:10]=3[S:11](=[O:14])(=[O:13])[CH2:12][C:6]=2[CH:5]=[C:4]([S:23]([N:31]2[CH2:32][CH2:33][N:28]([CH3:27])[CH2:29][CH2:30]2)(=[O:25])=[O:24])[CH:3]=1. (3) The product is: [Br:1][C:2]1[C:7]([N:8]([CH2:30][O:31][CH3:32])[S:9]([C:12]2[CH:17]=[CH:16][C:15]([Cl:18])=[C:14]([C:19]([F:22])([F:21])[F:20])[CH:13]=2)(=[O:11])=[O:10])=[CH:6][C:5]([Cl:23])=[CH:4][N:3]=1. Given the reactants [Br:1][C:2]1[C:7]([NH:8][S:9]([C:12]2[CH:17]=[CH:16][C:15]([Cl:18])=[C:14]([C:19]([F:22])([F:21])[F:20])[CH:13]=2)(=[O:11])=[O:10])=[CH:6][C:5]([Cl:23])=[CH:4][N:3]=1.C([O-])([O-])=O.[K+].[K+].[CH3:30][O:31][CH2:32]Cl, predict the reaction product. (4) The product is: [F:1][C:2]1[CH:3]=[C:4]([C:21]([O:23][CH3:24])=[O:22])[C:5]2[O:9][C:8]([C:10]3[CH:15]=[CH:14][C:13]([CH2:16][NH:17][CH3:18])=[C:12]([F:36])[CH:11]=3)=[CH:7][C:6]=2[CH:20]=1. Given the reactants [F:1][C:2]1[CH:3]=[C:4]([C:21]([O:23][CH3:24])=[O:22])[C:5]2[O:9][C:8]([C:10]3[CH:15]=[CH:14][C:13]([CH2:16][N:17](C)[CH3:18])=[CH:12][CH:11]=3)=[CH:7][C:6]=2[CH:20]=1.CNCC1C=CC(C#C)=CC=1[F:36].FC1C=C(C(OC)=O)C(O)=C(I)C=1, predict the reaction product.